The task is: Regression. Given two drug SMILES strings and cell line genomic features, predict the synergy score measuring deviation from expected non-interaction effect.. This data is from NCI-60 drug combinations with 297,098 pairs across 59 cell lines. (1) Drug 1: CC1OCC2C(O1)C(C(C(O2)OC3C4COC(=O)C4C(C5=CC6=C(C=C35)OCO6)C7=CC(=C(C(=C7)OC)O)OC)O)O. Drug 2: CC1=C(C=C(C=C1)C(=O)NC2=CC(=CC(=C2)C(F)(F)F)N3C=C(N=C3)C)NC4=NC=CC(=N4)C5=CN=CC=C5. Cell line: RXF 393. Synergy scores: CSS=15.9, Synergy_ZIP=-6.03, Synergy_Bliss=-1.82, Synergy_Loewe=-5.66, Synergy_HSA=-3.87. (2) Drug 1: CC1CCC2CC(C(=CC=CC=CC(CC(C(=O)C(C(C(=CC(C(=O)CC(OC(=O)C3CCCCN3C(=O)C(=O)C1(O2)O)C(C)CC4CCC(C(C4)OC)OCCO)C)C)O)OC)C)C)C)OC. Drug 2: C1=CN(C=N1)CC(O)(P(=O)(O)O)P(=O)(O)O. Cell line: SK-MEL-5. Synergy scores: CSS=15.5, Synergy_ZIP=-3.77, Synergy_Bliss=1.44, Synergy_Loewe=-15.0, Synergy_HSA=-2.54. (3) Drug 2: CC1=C2C(C(=O)C3(C(CC4C(C3C(C(C2(C)C)(CC1OC(=O)C(C(C5=CC=CC=C5)NC(=O)OC(C)(C)C)O)O)OC(=O)C6=CC=CC=C6)(CO4)OC(=O)C)O)C)O. Synergy scores: CSS=17.3, Synergy_ZIP=-15.0, Synergy_Bliss=-7.36, Synergy_Loewe=-11.3, Synergy_HSA=-5.56. Cell line: NCI-H460. Drug 1: C1=CC(=CC=C1CC(C(=O)O)N)N(CCCl)CCCl.Cl.